From a dataset of NCI-60 drug combinations with 297,098 pairs across 59 cell lines. Regression. Given two drug SMILES strings and cell line genomic features, predict the synergy score measuring deviation from expected non-interaction effect. (1) Drug 1: CC1=C2C(C(=O)C3(C(CC4C(C3C(C(C2(C)C)(CC1OC(=O)C(C(C5=CC=CC=C5)NC(=O)OC(C)(C)C)O)O)OC(=O)C6=CC=CC=C6)(CO4)OC(=O)C)O)C)O. Drug 2: C1=CC=C(C=C1)NC(=O)CCCCCCC(=O)NO. Cell line: ACHN. Synergy scores: CSS=5.36, Synergy_ZIP=-4.56, Synergy_Bliss=-3.43, Synergy_Loewe=-1.96, Synergy_HSA=-1.72. (2) Drug 1: CC1C(C(CC(O1)OC2CC(CC3=C2C(=C4C(=C3O)C(=O)C5=C(C4=O)C(=CC=C5)OC)O)(C(=O)CO)O)N)O.Cl. Drug 2: C1=CC(=CC=C1CCC2=CNC3=C2C(=O)NC(=N3)N)C(=O)NC(CCC(=O)O)C(=O)O. Cell line: HCT116. Synergy scores: CSS=44.2, Synergy_ZIP=1.99, Synergy_Bliss=-1.55, Synergy_Loewe=-14.3, Synergy_HSA=-1.27. (3) Drug 1: C1=CC(=CC=C1CC(C(=O)O)N)N(CCCl)CCCl.Cl. Drug 2: CS(=O)(=O)CCNCC1=CC=C(O1)C2=CC3=C(C=C2)N=CN=C3NC4=CC(=C(C=C4)OCC5=CC(=CC=C5)F)Cl. Cell line: HS 578T. Synergy scores: CSS=5.31, Synergy_ZIP=-1.48, Synergy_Bliss=0.0901, Synergy_Loewe=-5.17, Synergy_HSA=-4.58. (4) Drug 1: CC1C(C(CC(O1)OC2CC(OC(C2O)C)OC3=CC4=CC5=C(C(=O)C(C(C5)C(C(=O)C(C(C)O)O)OC)OC6CC(C(C(O6)C)O)OC7CC(C(C(O7)C)O)OC8CC(C(C(O8)C)O)(C)O)C(=C4C(=C3C)O)O)O)O. Drug 2: C(CN)CNCCSP(=O)(O)O. Cell line: RPMI-8226. Synergy scores: CSS=57.0, Synergy_ZIP=-1.67, Synergy_Bliss=-3.93, Synergy_Loewe=-66.7, Synergy_HSA=-4.18. (5) Drug 1: CN1C(=O)N2C=NC(=C2N=N1)C(=O)N. Drug 2: CN(C(=O)NC(C=O)C(C(C(CO)O)O)O)N=O. Cell line: SK-MEL-28. Synergy scores: CSS=4.48, Synergy_ZIP=-1.33, Synergy_Bliss=0.636, Synergy_Loewe=0.289, Synergy_HSA=-0.0548. (6) Drug 1: C1=CC(=C2C(=C1NCCNCCO)C(=O)C3=C(C=CC(=C3C2=O)O)O)NCCNCCO. Drug 2: CCCS(=O)(=O)NC1=C(C(=C(C=C1)F)C(=O)C2=CNC3=C2C=C(C=N3)C4=CC=C(C=C4)Cl)F. Cell line: OVCAR-8. Synergy scores: CSS=36.9, Synergy_ZIP=1.28, Synergy_Bliss=-1.04, Synergy_Loewe=-33.2, Synergy_HSA=-2.48. (7) Drug 1: C1=CC(=C2C(=C1NCCNCCO)C(=O)C3=C(C=CC(=C3C2=O)O)O)NCCNCCO. Drug 2: CC1=C(C(=CC=C1)Cl)NC(=O)C2=CN=C(S2)NC3=CC(=NC(=N3)C)N4CCN(CC4)CCO. Cell line: CCRF-CEM. Synergy scores: CSS=65.0, Synergy_ZIP=5.40, Synergy_Bliss=6.17, Synergy_Loewe=-9.67, Synergy_HSA=4.90.